Dataset: Reaction yield outcomes from USPTO patents with 853,638 reactions. Task: Predict the reaction yield, written as a fraction of the theoretical maximum amount of product (1.0 means a 100% yield; for example, 0.34 means a 34% yield). (1) The reactants are Cl.FC1C=C2C(=C(N3CCN(C)CC3)C=1)[O:9]C(C(O)=O)CC2.C(N(CC)C(C)C)(C)C.CN(C(ON1N=NC2C=CC=CC1=2)=[N+](C)C)C.[B-](F)(F)(F)F.[F:54][C:55]1[CH:56]=[C:57]2[C:62](=[C:63]([N:65]3[CH2:70][CH2:69][N:68]([CH3:71])[CH2:67][CH2:66]3)[CH:64]=1)[O:61][CH:60]([C:72]([NH:74][C:75]1[CH:80]=[CH:79][C:78]([N:81]3[CH2:86][CH2:85]C[N:83](C)[C:82]3=[O:88])=[CH:77][CH:76]=1)=[O:73])[CH2:59][CH2:58]2. The catalyst is CN(C)C=O.C(Cl)Cl.C(OCC)(=O)C.CCOCC. The product is [F:54][C:55]1[CH:56]=[C:57]2[C:62](=[C:63]([N:65]3[CH2:66][CH2:67][N:68]([CH3:71])[CH2:69][CH2:70]3)[CH:64]=1)[O:61][CH:60]([C:72]([NH:74][C:75]1[CH:76]=[CH:77][C:78]([N:81]3[C:86](=[O:9])[CH2:85][NH:83][C:82]3=[O:88])=[CH:79][CH:80]=1)=[O:73])[CH2:59][CH2:58]2. The yield is 0.650. (2) The product is [CH3:30][C:26]1[CH:25]=[C:24]([C:9]2[CH2:14][CH2:13][CH:12]([CH:15]([CH3:21])[C:16]([O:18][CH2:19][CH3:20])=[O:17])[CH2:11][CH:10]=2)[CH:29]=[CH:28][N:27]=1. The yield is 0.940. The reactants are CC1(C)C(C)(C)OB([C:9]2[CH2:14][CH2:13][CH:12]([CH:15]([CH3:21])[C:16]([O:18][CH2:19][CH3:20])=[O:17])[CH2:11][CH:10]=2)O1.Br[C:24]1[CH:29]=[CH:28][N:27]=[C:26]([CH3:30])[CH:25]=1.O.C([O-])([O-])=O.[Na+].[Na+]. The catalyst is O1CCOCC1.CCOC(C)=O.C1C=CC([P]([Pd]([P](C2C=CC=CC=2)(C2C=CC=CC=2)C2C=CC=CC=2)([P](C2C=CC=CC=2)(C2C=CC=CC=2)C2C=CC=CC=2)[P](C2C=CC=CC=2)(C2C=CC=CC=2)C2C=CC=CC=2)(C2C=CC=CC=2)C2C=CC=CC=2)=CC=1. (3) The catalyst is COCCOC.O.C1C=CC(P(C2C=CC=CC=2)[C-]2C=CC=C2)=CC=1.C1C=CC(P(C2C=CC=CC=2)[C-]2C=CC=C2)=CC=1.Cl[Pd]Cl.[Fe+2].C(Cl)Cl. The reactants are Br[C:2]1[C:10]2[N:9]=[C:8]([CH3:11])[N:7]([CH2:12][C:13]3[CH:18]=[CH:17][CH:16]=[C:15]([C:19]([F:22])([F:21])[F:20])[C:14]=3[CH3:23])[C:6]=2[CH:5]=[C:4]([N:24]2[CH2:29][CH2:28][O:27][CH2:26][CH2:25]2)[CH:3]=1.[O:30]1[CH:34]=[CH:33][CH:32]=[C:31]1B(O)O.C(=O)([O-])[O-].[Na+].[Na+]. The yield is 0.244. The product is [O:30]1[CH:34]=[CH:33][CH:32]=[C:31]1[C:2]1[C:10]2[N:9]=[C:8]([CH3:11])[N:7]([CH2:12][C:13]3[CH:18]=[CH:17][CH:16]=[C:15]([C:19]([F:22])([F:20])[F:21])[C:14]=3[CH3:23])[C:6]=2[CH:5]=[C:4]([N:24]2[CH2:29][CH2:28][O:27][CH2:26][CH2:25]2)[CH:3]=1. (4) The reactants are CO[C:3]1[CH:8]=[CH:7][CH:6]=[CH:5][C:4]=1[CH2:9][C:10](=O)[CH3:11].[C:13]1([C@@H:19]([NH2:21])[CH3:20])[CH:18]=[CH:17][CH:16]=[CH:15][CH:14]=1.[CH:22](O)=[O:23]. The catalyst is CO. The product is [CH3:22][O:23][C:7]1[CH:8]=[CH:3][C:4]([CH2:9][C@@H:10]([NH:21][C@H:19]([C:13]2[CH:18]=[CH:17][CH:16]=[CH:15][CH:14]=2)[CH3:20])[CH3:11])=[CH:5][CH:6]=1. The yield is 0.890. (5) The reactants are [NH2:1][C:2]1[CH:10]=[CH:9][CH:8]=[C:7]([Cl:11])[C:3]=1[C:4]([OH:6])=O.O=S(Cl)Cl.[CH3:16][O:17][C:18]1[C:19]([NH2:24])=[CH:20][CH:21]=[CH:22][CH:23]=1.C(Cl)(Cl)Cl. The catalyst is C1C=CC=CC=1. The product is [NH2:1][C:2]1[CH:10]=[CH:9][CH:8]=[C:7]([Cl:11])[C:3]=1[C:4]([NH:24][C:19]1[CH:20]=[CH:21][CH:22]=[CH:23][C:18]=1[O:17][CH3:16])=[O:6]. The yield is 0.810.